Dataset: Full USPTO retrosynthesis dataset with 1.9M reactions from patents (1976-2016). Task: Predict the reactants needed to synthesize the given product. (1) Given the product [Br:1][C:2]1[CH:7]=[CH:6][C:5]([N:8]2[C:9](=[O:10])[NH:13][N:12]=[N:11]2)=[CH:4][CH:3]=1, predict the reactants needed to synthesize it. The reactants are: [Br:1][C:2]1[CH:7]=[CH:6][C:5]([N:8]=[C:9]=[O:10])=[CH:4][CH:3]=1.[N-:11]=[N+:12]=[N-:13].[Na+].[Al+3].[Cl-].[Cl-].[Cl-]. (2) Given the product [F:19][C:20]1[CH:21]=[C:22]([OH:40])[C:23]([C:24](=[O:39])[CH3:25])=[C:28]([OH:27])[CH:29]=1, predict the reactants needed to synthesize it. The reactants are: FC1C=C(O)C=C(O)C=1.[Cl-].[Al+3].[Cl-].[Cl-].C(Cl)(=O)C.Cl.[F:19][C:20]1[CH:29]=[C:28]2[C:23]([C:24](=[O:39])[CH2:25]C(C3C=CC(OC)=C(O)C=3)[O:27]2)=[C:22]([OH:40])[CH:21]=1. (3) Given the product [CH3:1][O:2][C:3]([C:5]1([CH3:29])[O:10][CH2:9][CH:8]([CH2:11][CH2:12][CH2:13][CH2:14][O:15][N:16]=[C:17]([C:19]2[CH:20]=[CH:21][C:22]([OH:25])=[CH:23][CH:24]=2)[CH3:18])[CH2:7][O:6]1)=[O:4], predict the reactants needed to synthesize it. The reactants are: [CH3:1][O:2][C:3]([C:5]1([CH3:29])[O:10][CH2:9][CH:8]([CH2:11][CH2:12][CH2:13][CH2:14][O:15][N:16]=[C:17]([C:19]2[CH:24]=[CH:23][C:22]([O:25]COC)=[CH:21][CH:20]=2)[CH3:18])[CH2:7][O:6]1)=[O:4].Cl. (4) Given the product [F:1][C:2]1[CH:7]=[C:6]([CH2:8][O:9][C:10]2[CH:11]=[CH:12][CH:13]=[C:14]3[C:19]=2[N:18]([CH2:28][C:29]2[CH:34]=[CH:33][C:32]([O:35][CH3:36])=[CH:31][CH:30]=2)[CH2:17][CH2:16][CH2:15]3)[CH:5]=[CH:4][C:3]=1[CH2:20][CH2:21][C:22]([O:24][CH2:25][CH3:26])=[O:23], predict the reactants needed to synthesize it. The reactants are: [F:1][C:2]1[CH:7]=[C:6]([CH2:8][O:9][C:10]2[CH:11]=[CH:12][CH:13]=[C:14]3[C:19]=2[NH:18][CH2:17][CH2:16][CH2:15]3)[CH:5]=[CH:4][C:3]=1[CH2:20][CH2:21][C:22]([O:24][CH2:25][CH3:26])=[O:23].Br[CH2:28][C:29]1[CH:34]=[CH:33][C:32]([O:35][CH3:36])=[CH:31][CH:30]=1.C(N(CC)C(C)C)(C)C.CN(C=O)C. (5) The reactants are: [Cl:1][C:2]1[CH:3]=[C:4]([C:8]2[CH:16]=[CH:15][CH:14]=[C:13]3[C:9]=2[CH2:10][C:11](=[O:17])[NH:12]3)[CH:5]=[CH:6][CH:7]=1.[CH3:18][C:19]1[CH:23]=[C:22]([CH3:24])[NH:21][C:20]=1[CH:25]=O. Given the product [CH3:18][C:19]1[CH:23]=[C:22]([CH3:24])[NH:21][C:20]=1[CH:25]=[C:10]1[C:9]2[C:13](=[CH:14][CH:15]=[CH:16][C:8]=2[C:4]2[CH:5]=[CH:6][CH:7]=[C:2]([Cl:1])[CH:3]=2)[NH:12][C:11]1=[O:17], predict the reactants needed to synthesize it. (6) Given the product [C:6]([C:5]1[CH:8]=[CH:9][C:10]([C:12]2[CH:13]=[CH:14][N:15]([CH2:24][CH2:25][NH:26][C:27](=[O:28])[O:29][C:30]([CH3:33])([CH3:32])[CH3:31])[N:16]=2)=[CH:11][C:4]=1[N+:1]([O-:3])=[O:2])#[N:7], predict the reactants needed to synthesize it. The reactants are: [N+:1]([C:4]1[CH:11]=[C:10]([C:12]2[NH:16][N:15]=[CH:14][CH:13]=2)[CH:9]=[CH:8][C:5]=1[C:6]#[N:7])([O-:3])=[O:2].[H-].[Na+].CS(O[CH2:24][CH2:25][NH:26][C:27]([O:29][C:30]([CH3:33])([CH3:32])[CH3:31])=[O:28])(=O)=O.O. (7) Given the product [CH3:40][O:39][C:37]([C:27]1[CH:28]([C:29]2[CH:34]=[CH:33][C:32]([F:35])=[C:31]([F:36])[CH:30]=2)[N:23]([C:21](=[O:22])[NH:60][CH2:59][CH2:58][CH2:57][N:54]2[CH2:53][CH2:52][C:51]([C:45]3[CH:46]=[CH:47][CH:48]=[CH:49][CH:50]=3)([C:61]3[S:62][CH:63]=[CH:64][CH:65]=3)[CH2:56][CH2:55]2)[C:24](=[O:44])[NH:25][C:26]=1[CH2:41][O:42][CH3:43])=[O:38], predict the reactants needed to synthesize it. The reactants are: COC(C1CNCNC=1)=O.[N+](C1C=CC(O[C:21]([N:23]2[CH:28]([C:29]3[CH:34]=[CH:33][C:32]([F:35])=[C:31]([F:36])[CH:30]=3)[C:27]([C:37]([O:39][CH3:40])=[O:38])=[C:26]([CH2:41][O:42][CH3:43])[NH:25][C:24]2=[O:44])=[O:22])=CC=1)([O-])=O.[C:45]1([C:51]2([C:61]3[S:62][CH:63]=[CH:64][CH:65]=3)[CH2:56][CH2:55][N:54]([CH2:57][CH2:58][CH2:59][NH2:60])[CH2:53][CH2:52]2)[CH:50]=[CH:49][CH:48]=[CH:47][CH:46]=1. (8) Given the product [CH3:29][C:20]1[C:19]([C:17]([NH:16][CH2:15][C:14]2[CH:13]=[CH:12][C:11]([CH:8]3[CH2:9][CH2:10][C:5](=[O:4])[CH2:6][CH2:7]3)=[CH:31][CH:30]=2)=[O:18])=[CH:28][C:27]2[C:22](=[N:23][CH:24]=[CH:25][CH:26]=2)[N:21]=1, predict the reactants needed to synthesize it. The reactants are: O1[C:5]2([CH2:10][CH2:9][CH:8]([C:11]3[CH:31]=[CH:30][C:14]([CH2:15][NH:16][C:17]([C:19]4[C:20]([CH3:29])=[N:21][C:22]5[C:27]([CH:28]=4)=[CH:26][CH:25]=[CH:24][N:23]=5)=[O:18])=[CH:13][CH:12]=3)[CH2:7][CH2:6]2)[O:4]CC1.Cl. (9) Given the product [OH:5][C@@H:4]([C:6]1[CH:11]=[CH:10][CH:9]=[CH:8][CH:7]=1)[CH2:3][CH2:2][N:12]1[CH2:17][CH2:16][CH:15]([C:18]2[CH:19]=[C:20]([NH:24][C:25]([CH:27]3[CH2:28][CH2:29]3)=[O:26])[CH:21]=[CH:22][CH:23]=2)[CH2:14][CH2:13]1, predict the reactants needed to synthesize it. The reactants are: Cl[CH2:2][CH2:3][C@H:4]([C:6]1[CH:11]=[CH:10][CH:9]=[CH:8][CH:7]=1)[OH:5].[NH:12]1[CH2:17][CH2:16][CH:15]([C:18]2[CH:19]=[C:20]([NH:24][C:25]([CH:27]3[CH2:29][CH2:28]3)=[O:26])[CH:21]=[CH:22][CH:23]=2)[CH2:14][CH2:13]1. (10) Given the product [CH2:10]([C:6]1[CH:7]=[CH:8][CH:9]=[C:4]([CH2:2][CH3:3])[C:5]=1[NH:12][C:13]([C:15]1[C:19]2[CH2:20][CH2:21][C:22]3[CH:23]=[N:24][C:25]([NH:28][CH:29]4[CH2:30][CH2:31][N:32]([C:52]([N:49]5[CH2:50][CH2:51][N:46]([CH3:45])[CH2:47][CH2:48]5)=[O:53])[CH2:33][CH2:34]4)=[N:26][C:27]=3[C:18]=2[N:17]([CH3:35])[N:16]=1)=[O:14])[CH3:11], predict the reactants needed to synthesize it. The reactants are: Cl.[CH2:2]([C:4]1[CH:9]=[CH:8][CH:7]=[C:6]([CH2:10][CH3:11])[C:5]=1[NH:12][C:13]([C:15]1[C:19]2[CH2:20][CH2:21][C:22]3[CH:23]=[N:24][C:25]([NH:28][CH:29]4[CH2:34][CH2:33][NH:32][CH2:31][CH2:30]4)=[N:26][C:27]=3[C:18]=2[N:17]([CH3:35])[N:16]=1)=[O:14])[CH3:3].CCN(C(C)C)C(C)C.[CH3:45][N:46]1[CH2:51][CH2:50][N:49]([C:52](Cl)=[O:53])[CH2:48][CH2:47]1.